From a dataset of Forward reaction prediction with 1.9M reactions from USPTO patents (1976-2016). Predict the product of the given reaction. Given the reactants [OH:1][C:2]1[CH:10]=[C:9]([CH3:11])[CH:8]=[CH:7][C:3]=1[C:4]([OH:6])=[O:5].S(=O)(=O)(O)O.[CH3:17]O, predict the reaction product. The product is: [OH:1][C:2]1[CH:10]=[C:9]([CH3:11])[CH:8]=[CH:7][C:3]=1[C:4]([O:6][CH3:17])=[O:5].